From a dataset of Reaction yield outcomes from USPTO patents with 853,638 reactions. Predict the reaction yield, written as a fraction of the theoretical maximum amount of product (1.0 means a 100% yield; for example, 0.34 means a 34% yield). (1) The reactants are Cl.[Cl:2][CH2:3][CH2:4][NH2:5].[CH3:6][CH2:7][CH2:8][CH2:9][CH2:10][CH3:11].[C:12]([O:15]CC)(=[O:14])C. The catalyst is C(OCC)C.CCCCCC. The product is [Cl:2][CH2:3][CH2:4][NH:5][C:12](=[O:14])[O:15][C:8]1[CH:7]=[CH:6][CH:11]=[CH:10][CH:9]=1. The yield is 0.610. (2) The reactants are C[O:2][C:3]([C:5]1[S:6][C:7]([C:23]2[CH:24]=[C:25]([CH3:29])[CH:26]=[CH:27][CH:28]=2)=[C:8]([NH:13][C:14]([CH:16]2[CH2:21][CH2:20][CH:19]([CH3:22])[CH2:18][CH2:17]2)=[O:15])[C:9]=1[CH:10]([CH3:12])[CH3:11])=[O:4].O[Li].O. The catalyst is C1COCC1.CO.O. The product is [CH:10]([C:9]1[C:8]([NH:13][C:14]([CH:16]2[CH2:21][CH2:20][CH:19]([CH3:22])[CH2:18][CH2:17]2)=[O:15])=[C:7]([C:23]2[CH:24]=[C:25]([CH3:29])[CH:26]=[CH:27][CH:28]=2)[S:6][C:5]=1[C:3]([OH:4])=[O:2])([CH3:11])[CH3:12]. The yield is 0.520. (3) The reactants are [CH3:1][C:2]1[CH:7]=[CH:6][C:5]([C:8](=[O:10])[CH3:9])=[CH:4][CH:3]=1.C[O-].[Na+].[F:14][C:15]([F:22])([F:21])[C:16](OCC)=[O:17]. The catalyst is CO. The product is [CH3:1][C:2]1[CH:7]=[CH:6][C:5]([C:8](=[O:10])[CH2:9][C:16](=[O:17])[C:15]([F:22])([F:21])[F:14])=[CH:4][CH:3]=1. The yield is 0.940. (4) The reactants are [N:1]([C:4]1[CH:9]=[CH:8][C:7]([C:10]([F:13])([F:12])[F:11])=[CH:6][CH:5]=1)=[C:2]=[O:3].[Cl:14][C:15]1[CH:31]=[CH:30][C:18]([CH2:19][N:20]2[CH:24]=[N:23][N:22]=[C:21]2[C@H:25]2[CH2:29][CH2:28][CH2:27][NH:26]2)=[CH:17][CH:16]=1. The catalyst is C(Cl)Cl. The product is [Cl:14][C:15]1[CH:31]=[CH:30][C:18]([CH2:19][N:20]2[CH:24]=[N:23][N:22]=[C:21]2[C@H:25]2[CH2:29][CH2:28][CH2:27][N:26]2[C:2]([NH:1][C:4]2[CH:5]=[CH:6][C:7]([C:10]([F:11])([F:12])[F:13])=[CH:8][CH:9]=2)=[O:3])=[CH:17][CH:16]=1. The yield is 0.794. (5) The reactants are [CH:1]1([C:4]2[CH:9]=[CH:8][C:7]([C:10]3[CH:14]=[C:13]([CH:15]([N:20]4[CH:25]=[C:24]5[N:26]=[C:27]([C:29]6[CH:34]=[CH:33][CH:32]=[C:31]([F:35])[C:30]=6[F:36])[N:28]=[C:23]5[CH:22]=[N:21]4)[C:16]([O:18][CH3:19])=[O:17])[O:12][N:11]=3)=[C:6]([C:37]([F:40])([F:39])[F:38])[CH:5]=2)[CH2:3][CH2:2]1.[OH:41][CH2:42][C:43](CO)([CH2:45][OH:46])[CH3:44].C(N(CC)CC)C.C(O)(=O)C. The catalyst is [Cl-].[Na+].O.CCOC(C)=O.CN(C=O)C. The product is [CH:1]1([C:4]2[CH:9]=[CH:8][C:7]([C:10]3[CH:14]=[C:13]([CH:15]([N:20]4[CH:25]=[C:24]5[N:26]=[C:27]([C:29]6[CH:34]=[CH:33][CH:32]=[C:31]([F:35])[C:30]=6[F:36])[N:28]=[C:23]5[CH:22]=[N:21]4)[C:16]([O:18][CH2:19][C:43]([CH2:45][OH:46])([CH3:44])[CH2:42][OH:41])=[O:17])[O:12][N:11]=3)=[C:6]([C:37]([F:39])([F:38])[F:40])[CH:5]=2)[CH2:3][CH2:2]1. The yield is 0.700. (6) The reactants are [C:1]12(C(O)=O)[CH2:6][CH:4]([CH2:5]1)[CH2:3][CH2:2]2.CC[N:12]([CH:16](C)C)C(C)C.C1(P(N=[N+]=[N-])(C2C=CC=CC=2)=[O:26])C=CC=CC=1.[C:36]1([CH2:42][OH:43])[CH:41]=[CH:40][CH:39]=[CH:38][CH:37]=1. The catalyst is O1CCOCC1. The product is [C:1]12([NH:12][C:16](=[O:26])[O:43][CH2:42][C:36]3[CH:41]=[CH:40][CH:39]=[CH:38][CH:37]=3)[CH2:5][CH:4]([CH2:6]1)[CH2:3][CH2:2]2. The yield is 0.650. (7) The reactants are [C:1]([O:5][C:6]([N:8]1[CH2:12][CH2:11][CH2:10][C@@H:9]1[CH2:13][O:14][C:15]1[CH:20]=[CH:19][C:18]([OH:21])=[CH:17][CH:16]=1)=[O:7])([CH3:4])([CH3:3])[CH3:2].[F:22][C:23]1[CH:24]=[C:25]([CH:28]=[CH:29][C:30]=1[F:31])[CH2:26]Br. No catalyst specified. The product is [C:1]([O:5][C:6]([N:8]1[CH2:12][CH2:11][CH2:10][C@@H:9]1[CH2:13][O:14][C:15]1[CH:20]=[CH:19][C:18]([O:21][CH2:26][C:25]2[CH:28]=[CH:29][C:30]([F:31])=[C:23]([F:22])[CH:24]=2)=[CH:17][CH:16]=1)=[O:7])([CH3:4])([CH3:2])[CH3:3]. The yield is 0.550. (8) The reactants are [C:1]([O:5][C:6]([NH:8][CH2:9][C:10]([OH:12])=O)=[O:7])([CH3:4])([CH3:3])[CH3:2].CCN(C(C)C)C(C)C.CN(C(ON1N=NC2C=CC=NC1=2)=[N+](C)C)C.F[P-](F)(F)(F)(F)F.Cl.[F:47][C:48]1[CH:56]=[C:55]2[C:51]([C:52]([C:66]3[CH:67]=[N:68][N:69]([CH:71]4[CH2:76][CH2:75][NH:74][CH2:73][CH2:72]4)[CH:70]=3)=[CH:53][N:54]2[S:57]([C:60]2[CH:65]=[CH:64][CH:63]=[CH:62][CH:61]=2)(=[O:59])=[O:58])=[CH:50][CH:49]=1. The catalyst is CN(C=O)C.O. The product is [F:47][C:48]1[CH:56]=[C:55]2[C:51]([C:52]([C:66]3[CH:67]=[N:68][N:69]([CH:71]4[CH2:76][CH2:75][N:74]([C:10](=[O:12])[CH2:9][NH:8][C:6](=[O:7])[O:5][C:1]([CH3:2])([CH3:3])[CH3:4])[CH2:73][CH2:72]4)[CH:70]=3)=[CH:53][N:54]2[S:57]([C:60]2[CH:61]=[CH:62][CH:63]=[CH:64][CH:65]=2)(=[O:58])=[O:59])=[CH:50][CH:49]=1. The yield is 0.960. (9) The reactants are [F:1][C:2]([F:13])([F:12])[C:3]1[CH:4]=[C:5](B(O)O)[CH:6]=[CH:7][CH:8]=1.P([O-])([O-])([O-])=O.[K+].[K+].[K+].C1(P(C2CCCCC2)C2C=CC=CC=2C2C(OC)=CC=CC=2OC)CCCCC1.Cl[C:52]1[C:57]([C:58]#[N:59])=[CH:56][C:55]([C:60]2[C:69]3[C:64](=[CH:65][C:66]([S:70]([NH:73][C:74]4[N:79]=[CH:78][CH:77]=[CH:76][N:75]=4)(=[O:72])=[O:71])=[CH:67][CH:68]=3)[CH:63]=[CH:62][N:61]=2)=[C:54]([O:80][CH3:81])[CH:53]=1. The catalyst is O.O1CCOCC1. The product is [C:58]([C:57]1[CH:56]=[C:55]([C:60]2[C:69]3[C:64](=[CH:65][C:66]([S:70]([NH:73][C:74]4[N:75]=[CH:76][CH:77]=[CH:78][N:79]=4)(=[O:71])=[O:72])=[CH:67][CH:68]=3)[CH:63]=[CH:62][N:61]=2)[C:54]([O:80][CH3:81])=[CH:53][C:52]=1[C:5]1[CH:6]=[CH:7][CH:8]=[C:3]([C:2]([F:13])([F:12])[F:1])[CH:4]=1)#[N:59]. The yield is 0.364. (10) The reactants are FC(F)(F)C(O)=O.FC(F)(F)C(O)=O.[NH2:15][C:16]1[N:25]2[CH2:26][CH2:27][N:28]=[C:24]2[C:23]2[CH:22]=[CH:21][C:20]([OH:29])=[C:19]([O:30][CH3:31])[C:18]=2[N:17]=1.C(=O)([O-])[O-].[Cs+].[Cs+].CS(O[CH2:43][C@@H:44]1[O:46][CH2:45]1)(=O)=O. The catalyst is CN(C=O)C. The product is [CH3:31][O:30][C:19]1[C:18]2[N:17]=[C:16]([NH2:15])[N:25]3[CH2:26][CH2:27][N:28]=[C:24]3[C:23]=2[CH:22]=[CH:21][C:20]=1[O:29][CH2:43][C@H:44]1[CH2:45][O:46]1. The yield is 0.430.